Dataset: Reaction yield outcomes from USPTO patents with 853,638 reactions. Task: Predict the reaction yield, written as a fraction of the theoretical maximum amount of product (1.0 means a 100% yield; for example, 0.34 means a 34% yield). (1) The reactants are C[Si]([C:5]#[N:6])(C)C.[NH2:7][C:8]1[CH:13]=[CH:12][C:11]([CH2:14][C:15]([OH:17])=[O:16])=[CH:10][CH:9]=1.[C:18]1(=O)[CH2:21][CH2:20][CH2:19]1. The catalyst is O1CCOCC1. The product is [C:5]([C:18]1([NH:7][C:8]2[CH:9]=[CH:10][C:11]([CH2:14][C:15]([OH:17])=[O:16])=[CH:12][CH:13]=2)[CH2:21][CH2:20][CH2:19]1)#[N:6]. The yield is 0.990. (2) The reactants are [Cl:1][C:2]1[CH:7]=[C:6]([I:8])[C:5]([O:9]COC)=[CH:4][N:3]=1.Cl. The yield is 0.980. The product is [Cl:1][C:2]1[N:3]=[CH:4][C:5]([OH:9])=[C:6]([I:8])[CH:7]=1. The catalyst is O1CCCC1. (3) The reactants are [NH2:1][C:2]1[CH:7]=[CH:6][CH:5]=[C:4]([Br:8])[N:3]=1.[C:9]([N:17]=[C:18]=[S:19])(=[O:16])[C:10]1[CH:15]=[CH:14][CH:13]=[CH:12][CH:11]=1. The catalyst is CC(C)=O. The product is [Br:8][C:4]1[N:3]=[C:2]([NH:1][C:18]([NH:17][C:9](=[O:16])[C:10]2[CH:11]=[CH:12][CH:13]=[CH:14][CH:15]=2)=[S:19])[CH:7]=[CH:6][CH:5]=1. The yield is 0.995. (4) The reactants are [NH2:1][CH:2]1[CH2:7][CH2:6][N:5]([CH2:8][CH2:9][N:10]2[C:15]3[CH:16]=[C:17]([O:20][CH3:21])[CH:18]=[CH:19][C:14]=3[S:13][CH2:12][C:11]2=[O:22])[CH2:4][CH2:3]1.[O:23]1[C:32]2[CH:31]=[C:30]([CH:33]=O)[N:29]=[CH:28][C:27]=2[O:26][CH2:25][CH2:24]1.C([BH3-])#N.[Na+]. No catalyst specified. The product is [O:23]1[C:32]2[CH:31]=[C:30]([CH2:33][NH:1][CH:2]3[CH2:3][CH2:4][N:5]([CH2:8][CH2:9][N:10]4[C:15]5[CH:16]=[C:17]([O:20][CH3:21])[CH:18]=[CH:19][C:14]=5[S:13][CH2:12][C:11]4=[O:22])[CH2:6][CH2:7]3)[N:29]=[CH:28][C:27]=2[O:26][CH2:25][CH2:24]1. The yield is 0.130. (5) The reactants are [C:1]([CH:5]1[CH2:13][C:12]2[C:7](=[CH:8][CH:9]=[CH:10][CH:11]=2)[NH:6]1)([CH3:4])([CH3:3])[CH3:2].C(C1NC2C(C=1)=CC=CC=2)(C)(C)C.[N+:27]([O-])([O-:29])=[O:28].[K+].C([O-])([O-])=O.[Na+].[Na+]. The catalyst is OS(O)(=O)=O. The product is [C:1]([CH:5]1[CH2:13][C:12]2[C:7](=[CH:8][C:9]([N+:27]([O-:29])=[O:28])=[CH:10][CH:11]=2)[NH:6]1)([CH3:4])([CH3:2])[CH3:3]. The yield is 0.320. (6) The reactants are Cl.[N+:2]([C:5]1[CH:12]=[CH:11][CH:10]=[C:9](/[CH:13]=[CH:14]/[CH3:15])[C:6]=1[C:7]#[N:8])([O-])=O. The catalyst is CCO.[Fe]. The product is [NH2:2][C:5]1[CH:12]=[CH:11][CH:10]=[C:9](/[CH:13]=[CH:14]/[CH3:15])[C:6]=1[C:7]#[N:8]. The yield is 0.810.